Dataset: Forward reaction prediction with 1.9M reactions from USPTO patents (1976-2016). Task: Predict the product of the given reaction. (1) Given the reactants Br[C:2]1[CH:10]=[C:9]2[C:5]([CH:6]=[N:7][NH:8]2)=[C:4]([NH:11][C:12]([C:14]2[CH:19]=[CH:18][CH:17]=[CH:16][N:15]=2)=[O:13])[CH:3]=1.[CH3:20][NH:21][C:22]([C:24]1[CH:25]=[C:26](B(O)O)[CH:27]=[CH:28][CH:29]=1)=[O:23].C(=O)([O-])[O-].[Na+].[Na+], predict the reaction product. The product is: [CH3:20][NH:21][C:22]([C:24]1[CH:29]=[C:28]([C:2]2[CH:10]=[C:9]3[C:5]([CH:6]=[N:7][NH:8]3)=[C:4]([NH:11][C:12]([C:14]3[CH:19]=[CH:18][CH:17]=[CH:16][N:15]=3)=[O:13])[CH:3]=2)[CH:27]=[CH:26][CH:25]=1)=[O:23]. (2) The product is: [C:1]([O:5][CH2:6][C@H:7]([N:11]([CH3:18])[C:12](=[O:17])[CH2:13][CH2:14][CH:15]=[CH2:16])[C:8]([O:10][CH2:20][C:19]#[N:21])=[O:9])([CH3:4])([CH3:3])[CH3:2]. Given the reactants [C:1]([O:5][CH2:6][C@H:7]([N:11]([CH3:18])[C:12](=[O:17])[CH2:13][CH2:14][CH:15]=[CH2:16])[C:8]([OH:10])=[O:9])([CH3:4])([CH3:3])[CH3:2].[CH2:19]([NH:21]C(C)CC(C)C)[CH3:20].BrCC#N.C(OCC)(=O)C, predict the reaction product. (3) Given the reactants [Cl:1][C:2]1[CH:7]=[C:6]([OH:8])[CH:5]=[CH:4][N:3]=1.[H-].[Na+].I[CH2:12][CH3:13], predict the reaction product. The product is: [Cl:1][C:2]1[CH:7]=[C:6]([O:8][CH2:12][CH3:13])[CH:5]=[CH:4][N:3]=1. (4) The product is: [C:1]1([S:7]([NH:10][C:11]2[CH:16]=[CH:15][C:14]([Cl:17])=[CH:13][C:12]=2[NH2:18])(=[O:8])=[O:9])[CH:2]=[CH:3][CH:4]=[CH:5][CH:6]=1. Given the reactants [C:1]1([S:7]([NH:10][C:11]2[CH:16]=[CH:15][C:14]([Cl:17])=[CH:13][C:12]=2[N+:18]([O-])=O)(=[O:9])=[O:8])[CH:6]=[CH:5][CH:4]=[CH:3][CH:2]=1, predict the reaction product. (5) Given the reactants [NH:1]1[CH:5]=[CH:4][CH:3]=[C:2]1[C:6]1[N:10]([C:11]2[CH:16]=[CH:15][C:14]([OH:17])=[CH:13][CH:12]=2)[C:9]2[CH:18]=[CH:19][CH:20]=[CH:21][C:8]=2[N:7]=1.C1OCCOCCOCCOCCOCCOC1.C[Si]([N-][Si](C)(C)C)(C)C.[K+].[C:50]1([CH3:56])[CH:55]=[CH:54][CH:53]=[CH:52][CH:51]=1.C(Br)C1C=CC=CC=1, predict the reaction product. The product is: [CH2:56]([O:17][C:14]1[CH:13]=[CH:12][C:11]([N:10]2[C:9]3[CH:18]=[CH:19][CH:20]=[CH:21][C:8]=3[N:7]=[C:6]2[C:2]2[NH:1][CH:5]=[CH:4][CH:3]=2)=[CH:16][CH:15]=1)[C:50]1[CH:55]=[CH:54][CH:53]=[CH:52][CH:51]=1.